Predict which catalyst facilitates the given reaction. From a dataset of Catalyst prediction with 721,799 reactions and 888 catalyst types from USPTO. (1) The catalyst class is: 108. Product: [Si:10]([O:9][CH2:8][CH2:7][C:6]1[N:5]([CH3:17])[N:4]=[C:3]([C:18]2[CH:23]=[CH:22][C:21]([O:24][CH3:25])=[CH:20][CH:19]=2)[C:2]=1[C:31]1[C:27]([CH3:26])=[N:28][O:29][C:30]=1[CH3:35])([C:13]([CH3:16])([CH3:15])[CH3:14])([CH3:12])[CH3:11]. Reactant: Br[C:2]1[C:3]([C:18]2[CH:23]=[CH:22][C:21]([O:24][CH3:25])=[CH:20][CH:19]=2)=[N:4][N:5]([CH3:17])[C:6]=1[CH2:7][CH2:8][O:9][Si:10]([C:13]([CH3:16])([CH3:15])[CH3:14])([CH3:12])[CH3:11].[CH3:26][C:27]1[C:31](B(O)O)=[C:30]([CH3:35])[O:29][N:28]=1.C([O-])([O-])=O.[K+].[K+]. (2) The catalyst class is: 7. Product: [C:10]([C:7]1[CH:6]=[C:5]([C:3]([OH:4])=[O:2])[O:9][N:8]=1)([CH3:13])([CH3:11])[CH3:12]. Reactant: C[O:2][C:3]([C:5]1[O:9][N:8]=[C:7]([C:10]([CH3:13])([CH3:12])[CH3:11])[CH:6]=1)=[O:4]. (3) Reactant: [C:1]([O:5][C:6]([N:8]1[CH2:13][CH2:12][CH2:11][CH:10]([CH2:14][OH:15])[CH2:9]1)=[O:7])([CH3:4])([CH3:3])[CH3:2].C(OCC)C. Product: [C:1]([O:5][C:6]([N:8]1[CH2:13][CH2:12][CH2:11][CH:10]([CH:14]=[O:15])[CH2:9]1)=[O:7])([CH3:4])([CH3:3])[CH3:2]. The catalyst class is: 2. (4) Reactant: O.[C:2]([O-:9])(=[O:8])[C:3]([C:5]([O-:7])=[O:6])=O.[Na+].[Na+].[C:12]1([NH:18][NH2:19])[CH:17]=[CH:16][CH:15]=[CH:14][CH:13]=1. Product: [C:12]1([NH:18][N:19]=[C:3]([C:5]([OH:7])=[O:6])[C:2]([OH:9])=[O:8])[CH:17]=[CH:16][CH:15]=[CH:14][CH:13]=1. The catalyst class is: 33. (5) Reactant: Br[CH2:2][C:3]([O:5][C:6]([CH3:9])([CH3:8])[CH3:7])=[O:4].[CH2:10]([NH2:17])[C:11]1[CH:16]=[CH:15][CH:14]=[CH:13][CH:12]=1. Product: [C:6]([O:5][C:3](=[O:4])[CH2:2][NH:17][CH2:10][C:11]1[CH:16]=[CH:15][CH:14]=[CH:13][CH:12]=1)([CH3:9])([CH3:8])[CH3:7]. The catalyst class is: 10. (6) Reactant: [C:1]([O:5][C:6]([N:8]([CH3:47])[C@H:9]([C:23]([NH:25][C@H:26]([C:31]([N:33]([C@@H:35]([CH:44]([CH3:46])[CH3:45])/[CH:36]=[C:37](\[CH3:43])/[C:38]([O:40]CC)=[O:39])[CH3:34])=[O:32])[C:27]([CH3:30])([CH3:29])[CH3:28])=[O:24])[C:10]([CH3:22])([CH3:21])[C:11]1[CH:16]=[CH:15][C:14]([O:17][CH3:18])=[CH:13][C:12]=1[O:19][CH3:20])=[O:7])([CH3:4])([CH3:3])[CH3:2].O.[OH-].[Li+].CCOCC. Product: [C:1]([O:5][C:6]([N:8]([CH3:47])[C@H:9]([C:23]([NH:25][C@H:26]([C:31]([N:33]([C@@H:35]([CH:44]([CH3:45])[CH3:46])/[CH:36]=[C:37](/[C:38]([OH:40])=[O:39])\[CH3:43])[CH3:34])=[O:32])[C:27]([CH3:28])([CH3:29])[CH3:30])=[O:24])[C:10]([CH3:22])([CH3:21])[C:11]1[CH:16]=[CH:15][C:14]([O:17][CH3:18])=[CH:13][C:12]=1[O:19][CH3:20])=[O:7])([CH3:2])([CH3:3])[CH3:4]. The catalyst class is: 130. (7) Reactant: [Cl:1][C:2]1[C:3]([NH:20][C:21](=[O:29])[CH2:22][CH:23]2[CH2:28][CH2:27][CH2:26][CH2:25][CH2:24]2)=[C:4]2[C:9](=[CH:10][CH:11]=1)[N:8]=[C:7]([N:12]1[CH2:17][CH2:16][CH:15]([C:18]#[N:19])[CH2:14][CH2:13]1)[CH:6]=[CH:5]2.[NH2:30][OH:31]. Product: [NH2:19][C:18](=[N:30][OH:31])[CH:15]1[CH2:14][CH2:13][N:12]([C:7]2[CH:6]=[CH:5][C:4]3[C:9](=[CH:10][CH:11]=[C:2]([Cl:1])[C:3]=3[NH:20][C:21](=[O:29])[CH2:22][CH:23]3[CH2:28][CH2:27][CH2:26][CH2:25][CH2:24]3)[N:8]=2)[CH2:17][CH2:16]1. The catalyst class is: 8.